Dataset: Reaction yield outcomes from USPTO patents with 853,638 reactions. Task: Predict the reaction yield, written as a fraction of the theoretical maximum amount of product (1.0 means a 100% yield; for example, 0.34 means a 34% yield). (1) The reactants are [Cl:1][C:2]1[CH:3]=[C:4]2[CH:28]=[N:27][NH:26][C:5]2=[C:6]2[C:11]=1[N:10]=[C:9]([C:12]1[N:13]([C:18]3[C:23]([Cl:24])=[CH:22][CH:21]=[CH:20][N:19]=3)[N:14]=[C:15]([Cl:17])[CH:16]=1)[O:8][C:7]2=[O:25].Cl.[C:30]1([NH2:36])([CH:33]2[CH2:35][CH2:34]2)[CH2:32][CH2:31]1.C(N(CC)CC)C. The catalyst is CN(C)C=O. The product is [C:30]1([NH:36][C:7]([C:6]2[C:11]([NH:10][C:9]([C:12]3[N:13]([C:18]4[C:23]([Cl:24])=[CH:22][CH:21]=[CH:20][N:19]=4)[N:14]=[C:15]([Cl:17])[CH:16]=3)=[O:8])=[C:2]([Cl:1])[CH:3]=[C:4]3[C:5]=2[NH:26][N:27]=[CH:28]3)=[O:25])([CH:33]2[CH2:35][CH2:34]2)[CH2:32][CH2:31]1. The yield is 0.910. (2) The product is [O:1]1[C:5]2[CH:6]=[CH:7][C:8]([C:10]3([C:13]([NH:28][C:29]4[CH:30]=[C:31]5[C:35](=[CH:36][CH:37]=4)[NH:34][C:33]([C:38]([O:40][CH2:41][CH3:42])=[O:39])=[CH:32]5)=[O:15])[CH2:11][CH2:12]3)=[CH:9][C:4]=2[O:3][CH2:2]1. The catalyst is S(Cl)(Cl)=O.ClCCl. The reactants are [O:1]1[C:5]2[CH:6]=[CH:7][C:8]([C:10]3([C:13]([OH:15])=O)[CH2:12][CH2:11]3)=[CH:9][C:4]=2[O:3][CH2:2]1.CN(C)C=O.C(N(CC)CC)C.[NH2:28][C:29]1[CH:30]=[C:31]2[C:35](=[CH:36][CH:37]=1)[NH:34][C:33]([C:38]([O:40][CH2:41][CH3:42])=[O:39])=[CH:32]2. The yield is 0.880. (3) The reactants are [C:1]1([NH2:8])[CH:6]=[CH:5][CH:4]=[CH:3][C:2]=1[NH2:7].[C:9]1([C:15]([C:17]([C:19]2[CH:24]=[CH:23][CH:22]=[CH:21][CH:20]=2)=O)=O)[CH:14]=[CH:13][CH:12]=[CH:11][CH:10]=1.O. The catalyst is C(O)C. The product is [C:9]1([C:15]2[C:17]([C:19]3[CH:20]=[CH:21][CH:22]=[CH:23][CH:24]=3)=[N:8][C:1]3[C:2](=[CH:3][CH:4]=[CH:5][CH:6]=3)[N:7]=2)[CH:14]=[CH:13][CH:12]=[CH:11][CH:10]=1. The yield is 0.860. (4) The reactants are [NH2:1][C@@H:2]([CH3:18])[CH2:3][N:4]1[CH:8]=[CH:7][C:6]([C:9]2[CH:16]=[CH:15][C:12]([C:13]#[N:14])=[C:11]([Cl:17])[CH:10]=2)=[N:5]1.[CH3:19][N:20]1[C:24]([C:25]2[O:29][N:28]=[C:27]([C:30](O)=[O:31])[CH:26]=2)=[CH:23][CH:22]=[N:21]1. No catalyst specified. The product is [Cl:17][C:11]1[CH:10]=[C:9]([C:6]2[CH:7]=[CH:8][N:4]([CH2:3][C@@H:2]([NH:1][C:30]([C:27]3[CH:26]=[C:25]([C:24]4[N:20]([CH3:19])[N:21]=[CH:22][CH:23]=4)[O:29][N:28]=3)=[O:31])[CH3:18])[N:5]=2)[CH:16]=[CH:15][C:12]=1[C:13]#[N:14]. The yield is 0.282. (5) The product is [NH2:21][C:22]1[C:27]([C:28]#[N:29])=[C:26]([NH:1][CH:2]([C:4]2[N:5]([C:15]3[CH:20]=[CH:19][CH:18]=[CH:17][CH:16]=3)[C:6](=[O:14])[C:7]3[N:8]([CH:10]=[CH:11][C:12]=3[CH3:13])[CH:9]=2)[CH3:3])[N:25]=[CH:24][N:23]=1. The catalyst is CCCCO. The reactants are [NH2:1][CH:2]([C:4]1[N:5]([C:15]2[CH:20]=[CH:19][CH:18]=[CH:17][CH:16]=2)[C:6](=[O:14])[C:7]2[N:8]([CH:10]=[CH:11][C:12]=2[CH3:13])[CH:9]=1)[CH3:3].[NH2:21][C:22]1[C:27]([C:28]#[N:29])=[C:26](Cl)[N:25]=[CH:24][N:23]=1.C(N(CC)CC)C. The yield is 0.550. (6) The reactants are [S:1]([N:11]1[C:15]2=[N:16][CH:17]=[C:18]([CH2:20][NH:21][C:22]([CH:24]3[CH2:29][CH2:28][CH2:27][CH2:26][CH2:25]3)=S)[N:19]=[C:14]2[CH:13]=[CH:12]1)([C:4]1[CH:10]=[CH:9][C:7]([CH3:8])=[CH:6][CH:5]=1)(=[O:3])=[O:2]. The catalyst is C1COCC1.CCOC(C)=O.C(O[Hg]OC(=O)C)(=O)C. The product is [CH:24]1([C:22]2[N:19]3[C:14]4[CH:13]=[CH:12][N:11]([S:1]([C:4]5[CH:10]=[CH:9][C:7]([CH3:8])=[CH:6][CH:5]=5)(=[O:3])=[O:2])[C:15]=4[N:16]=[CH:17][C:18]3=[CH:20][N:21]=2)[CH2:29][CH2:28][CH2:27][CH2:26][CH2:25]1. The yield is 0.250. (7) The reactants are Cl.[NH2:2][C@H:3]1[CH2:8][CH2:7][C@H:6]([C:9]([O:11][CH2:12][C:13]2[CH:18]=[CH:17][CH:16]=[CH:15][CH:14]=2)=[O:10])[CH2:5][CH2:4]1.N1C=CC=CC=1.[F:25][C:26]([F:37])([F:36])[C:27](O[C:27](=[O:28])[C:26]([F:37])([F:36])[F:25])=[O:28]. The catalyst is C1COCC1. The product is [F:25][C:26]([F:37])([F:36])[C:27]([NH:2][C@H:3]1[CH2:8][CH2:7][C@H:6]([C:9]([O:11][CH2:12][C:13]2[CH:14]=[CH:15][CH:16]=[CH:17][CH:18]=2)=[O:10])[CH2:5][CH2:4]1)=[O:28]. The yield is 0.510. (8) The reactants are [NH2:1][CH2:2][CH2:3][S:4]([C:7]1[CH:16]=[C:15]([C:17]2[CH:22]=[CH:21][C:20]([OH:23])=[CH:19][CH:18]=2)[CH:14]=[C:13]2[C:8]=1[CH:9]=[CH:10][N:11]=[CH:12]2)(=[O:6])=[O:5].[ClH:24].C([Cl:28])(=O)C.C(OCC)(=O)C. The catalyst is CO. The product is [ClH:28].[ClH:24].[NH2:1][CH2:2][CH2:3][S:4]([C:7]1[CH:16]=[C:15]([C:17]2[CH:22]=[CH:21][C:20]([OH:23])=[CH:19][CH:18]=2)[CH:14]=[C:13]2[C:8]=1[CH:9]=[CH:10][N:11]=[CH:12]2)(=[O:5])=[O:6]. The yield is 0.900.